Dataset: Full USPTO retrosynthesis dataset with 1.9M reactions from patents (1976-2016). Task: Predict the reactants needed to synthesize the given product. (1) Given the product [OH:46][CH:47]1[CH2:50][N:49]([C:19]([C:8]2[CH:7]=[C:6]([C:4]([O:3][CH2:1][CH3:2])=[O:5])[CH:11]=[C:10]([C:12]3[CH:17]=[CH:16][C:15]([CH3:18])=[CH:14][CH:13]=3)[CH:9]=2)=[O:20])[CH2:48]1, predict the reactants needed to synthesize it. The reactants are: [CH2:1]([O:3][C:4]([C:6]1[CH:7]=[C:8]([C:19](O)=[O:20])[CH:9]=[C:10]([C:12]2[CH:17]=[CH:16][C:15]([CH3:18])=[CH:14][CH:13]=2)[CH:11]=1)=[O:5])[CH3:2].Cl.CN(C)CCCN=C=NCC.O.ON1C2C=CC=CC=2N=N1.Cl.[OH:46][CH:47]1[CH2:50][NH:49][CH2:48]1.C(N(CC)C(C)C)(C)C. (2) Given the product [Cl:14][C:15]1[CH:16]=[C:17]([NH:21][CH2:1][C:3]2[CH:8]=[CH:7][C:6](/[CH:9]=[CH:10]/[C:11]([OH:13])=[O:12])=[CH:5][CH:4]=2)[CH:18]=[CH:19][CH:20]=1, predict the reactants needed to synthesize it. The reactants are: [CH:1]([C:3]1[CH:8]=[CH:7][C:6](/[CH:9]=[CH:10]/[C:11]([OH:13])=[O:12])=[CH:5][CH:4]=1)=O.[Cl:14][C:15]1[CH:16]=[C:17]([NH2:21])[CH:18]=[CH:19][CH:20]=1.C([Sn](Cl)(Cl)CCCC)CCC.C1([SiH3])C=CC=CC=1. (3) The reactants are: C[O-].[Na+].[Cl:4][C:5]1[CH:6]=[C:7]([CH:12]2[CH:18]([CH2:19][NH:20][C:21](=[O:33])[NH:22][C:23]3[CH:28]=[CH:27][CH:26]=[CH:25][C:24]=3[C:29]([O:31]C)=O)[O:17][CH2:16][CH2:15][N:14]([C:34]([O:36][C:37]([CH3:40])([CH3:39])[CH3:38])=[O:35])[CH2:13]2)[CH:8]=[CH:9][C:10]=1[Cl:11].[Cl-].[NH4+]. Given the product [Cl:4][C:5]1[CH:6]=[C:7]([CH:12]2[CH:18]([CH2:19][N:20]3[C:29](=[O:31])[C:24]4[C:23](=[CH:28][CH:27]=[CH:26][CH:25]=4)[NH:22][C:21]3=[O:33])[O:17][CH2:16][CH2:15][N:14]([C:34]([O:36][C:37]([CH3:39])([CH3:40])[CH3:38])=[O:35])[CH2:13]2)[CH:8]=[CH:9][C:10]=1[Cl:11], predict the reactants needed to synthesize it. (4) Given the product [CH2:1]([O:3][C:4](=[O:14])[C:5]([S:8]([N:10]1[CH2:11][CH2:12][CH2:13]1)(=[O:23])=[O:9])([CH3:7])[CH3:6])[CH3:2], predict the reactants needed to synthesize it. The reactants are: [CH2:1]([O:3][C:4](=[O:14])[C:5]([S:8]([N:10]1[CH2:13][CH2:12][CH2:11]1)=[O:9])([CH3:7])[CH3:6])[CH3:2].ClC1C=CC=C(C(OO)=[O:23])C=1. (5) Given the product [Cl:2][C:3]1[N:4]=[CH:5][C:6]([O:9][CH2:10][CH:11]2[CH2:16][CH2:15][N:14]([CH2:17][C:18]([CH3:21])([OH:19])[CH3:20])[CH2:13][CH2:12]2)=[CH:7][CH:8]=1, predict the reactants needed to synthesize it. The reactants are: Cl.[Cl:2][C:3]1[CH:8]=[CH:7][C:6]([O:9][CH2:10][CH:11]2[CH2:16][CH2:15][NH:14][CH2:13][CH2:12]2)=[CH:5][N:4]=1.[CH3:17][C:18]1([CH3:21])[CH2:20][O:19]1.C([O-])([O-])=O.[K+].[K+].[NH4+].[Cl-].